Dataset: Full USPTO retrosynthesis dataset with 1.9M reactions from patents (1976-2016). Task: Predict the reactants needed to synthesize the given product. (1) Given the product [CH3:1][C:2]1[CH:7]=[CH:6][C:5]([S:8]([O:11][CH2:12][CH:13]2[CH2:17][C:16]3[CH:18]=[CH:19][CH:20]=[C:21]([C:26]4[CH:27]=[CH:28][CH:29]=[CH:30][C:25]=4[C:24]([F:35])([F:34])[F:23])[C:15]=3[O:14]2)(=[O:10])=[O:9])=[CH:4][CH:3]=1, predict the reactants needed to synthesize it. The reactants are: [CH3:1][C:2]1[CH:7]=[CH:6][C:5]([S:8]([O:11][CH2:12][CH:13]2[CH2:17][C:16]3[CH:18]=[CH:19][CH:20]=[C:21](Br)[C:15]=3[O:14]2)(=[O:10])=[O:9])=[CH:4][CH:3]=1.[F:23][C:24]([F:35])([F:34])[C:25]1[CH:30]=[CH:29][CH:28]=[CH:27][C:26]=1B(O)O.C(=O)([O-])[O-].[K+].[K+]. (2) Given the product [C:13]([O:4][CH2:3][CH2:2][CH2:1][OH:5])(=[O:16])[CH:14]=[CH2:15], predict the reactants needed to synthesize it. The reactants are: [CH2:1]([OH:5])[CH2:2][CH2:3][OH:4].C(N(CC)CC)C.[C:13](Cl)(=[O:16])[CH:14]=[CH2:15]. (3) Given the product [CH:44]([N:16]1[C:17]2[C:13](=[CH:12][C:11]([O:10][CH:7]3[CH2:8][CH2:9][N:4]([CH:1]([CH3:2])[CH3:3])[CH2:5][CH2:6]3)=[C:19]([CH3:20])[CH:18]=2)[CH:14]=[C:15]1[C:21]([N:23]1[CH2:24][CH2:25][N:26]([S:29]([CH3:32])(=[O:31])=[O:30])[CH2:27][CH2:28]1)=[O:22])([CH3:46])[CH3:45], predict the reactants needed to synthesize it. The reactants are: [CH:1]([N:4]1[CH2:9][CH2:8][CH:7]([O:10][C:11]2[CH:12]=[C:13]3[C:17](=[CH:18][C:19]=2[CH3:20])[NH:16][C:15]([C:21]([N:23]2[CH2:28][CH2:27][N:26]([S:29]([CH3:32])(=[O:31])=[O:30])[CH2:25][CH2:24]2)=[O:22])=[CH:14]3)[CH2:6][CH2:5]1)([CH3:3])[CH3:2].C(=O)([O-])[O-].[Cs+].[Cs+].CS(O[CH:44]([CH3:46])[CH3:45])(=O)=O. (4) Given the product [C:27]([CH:25]([NH:26][C:2]1[C:11]([C:12]([OH:14])=[O:13])=[CH:10][C:9]2[C:4](=[CH:5][CH:6]=[C:7]([Cl:15])[CH:8]=2)[N:3]=1)[CH2:24][C:23]1[C:30]2[C:20](=[CH:19][CH:18]=[C:17]([CH3:16])[CH:31]=2)[NH:21][CH:22]=1)([OH:29])=[O:28], predict the reactants needed to synthesize it. The reactants are: Cl[C:2]1[C:11]([C:12]([OH:14])=[O:13])=[CH:10][C:9]2[C:4](=[CH:5][CH:6]=[C:7]([Cl:15])[CH:8]=2)[N:3]=1.[CH3:16][C:17]1[CH:31]=[C:30]2[C:20]([NH:21][CH:22]=[C:23]2[CH2:24][CH:25]([C:27]([OH:29])=[O:28])[NH2:26])=[CH:19][CH:18]=1. (5) Given the product [Cl:8][C:6]1[N:7]=[C:2]([C:18]#[C:17][Si:19]([CH2:24][CH3:25])([CH2:22][CH3:23])[CH2:20][CH3:21])[C:3]([NH2:9])=[N:4][CH:5]=1, predict the reactants needed to synthesize it. The reactants are: Br[C:2]1[C:3]([NH2:9])=[N:4][CH:5]=[C:6]([Cl:8])[N:7]=1.C(N(CC)CC)C.[CH2:17]([Si:19]([C:24]#[CH:25])([CH2:22][CH3:23])[CH2:20][CH3:21])[CH3:18].